From a dataset of Forward reaction prediction with 1.9M reactions from USPTO patents (1976-2016). Predict the product of the given reaction. (1) The product is: [CH3:1][O:2][C:3]1[CH:4]=[CH:5][C:6]([CH2:7][N:8]2[CH2:13][CH2:12][N:11]([CH2:14][C:15]3[N:16]=[CH:17][C:18]([NH2:21])=[CH:19][CH:20]=3)[CH2:10][C:9]2([CH3:25])[CH3:24])=[CH:26][CH:27]=1. Given the reactants [CH3:1][O:2][C:3]1[CH:27]=[CH:26][C:6]([CH2:7][N:8]2[CH2:13][CH2:12][N:11]([CH2:14][C:15]3[CH:20]=[CH:19][C:18]([N+:21]([O-])=O)=[CH:17][N:16]=3)[CH2:10][C:9]2([CH3:25])[CH3:24])=[CH:5][CH:4]=1, predict the reaction product. (2) Given the reactants [Cl:1][C:2]1[CH:3]=[C:4]([C:7]([O:9][N:10]=[C:11]([C@H:13]2[CH2:29][N:17]3[C:18](=[O:28])[C:19]4[CH:26]=[N:25][C:24]([F:27])=[CH:23][C:20]=4[CH2:21][CH2:22][C@@H:16]3[CH2:15][CH2:14]2)[NH2:12])=O)[NH:5][CH:6]=1, predict the reaction product. The product is: [Cl:1][C:2]1[CH:3]=[C:4]([C:7]2[O:9][N:10]=[C:11]([CH:13]3[CH2:29][N:17]4[C:18](=[O:28])[C:19]5[CH:26]=[N:25][C:24]([F:27])=[CH:23][C:20]=5[CH2:21][CH2:22][CH:16]4[CH2:15][CH2:14]3)[N:12]=2)[NH:5][CH:6]=1. (3) Given the reactants [CH:1]([C:4]1[CH:5]=[C:6]([NH:10][C:11]([NH:13][C:14](=[O:18])[O:15][CH2:16][CH3:17])=[S:12])[CH:7]=[CH:8][CH:9]=1)([CH3:3])[CH3:2].C(=O)([O-])[O-].[K+].[K+].[CH2:25](I)[CH3:26], predict the reaction product. The product is: [CH2:25]([S:12][CH:11]([NH:13][C:14](=[O:18])[O:15][CH2:16][CH3:17])[NH:10][C:6]1[CH:7]=[CH:8][CH:9]=[C:4]([CH:1]([CH3:3])[CH3:2])[CH:5]=1)[CH3:26]. (4) Given the reactants [O:1]1[C:5]2([CH2:10][CH2:9][NH:8][CH2:7][CH2:6]2)[O:4][CH2:3][CH2:2]1.C(N(C(C)C)CC)(C)C.[Cl:20][C:21]1[CH:26]=[C:25](Cl)[N:24]=[CH:23][N:22]=1, predict the reaction product. The product is: [Cl:20][C:21]1[N:22]=[CH:23][N:24]=[C:25]([N:8]2[CH2:9][CH2:10][C:5]3([O:4][CH2:3][CH2:2][O:1]3)[CH2:6][CH2:7]2)[CH:26]=1. (5) The product is: [Br:1][C:2]1[CH:7]=[C:6]([C:8]([F:11])([F:10])[F:9])[C:5]2[O:12][C:15]([CH2:14][NH:17][C:18](=[O:24])[O:19][C:20]([CH3:22])([CH3:21])[CH3:23])=[CH:16][C:4]=2[CH:3]=1. Given the reactants [Br:1][C:2]1[CH:7]=[C:6]([C:8]([F:11])([F:10])[F:9])[C:5]([OH:12])=[C:4](I)[CH:3]=1.[CH2:14]([NH:17][C:18](=[O:24])[O:19][C:20]([CH3:23])([CH3:22])[CH3:21])[C:15]#[CH:16].O, predict the reaction product.